From a dataset of Forward reaction prediction with 1.9M reactions from USPTO patents (1976-2016). Predict the product of the given reaction. (1) Given the reactants [H-].C([Al+]CC(C)C)C(C)C.C1(C)C=CC=CC=1.[F:18][C:19]1[CH:20]=[C:21]([C:25]#[C:26][C:27]2[CH:28]=[N:29][CH:30]=[C:31]([CH:38]=2)[C:32](N(OC)C)=[O:33])[CH:22]=[CH:23][CH:24]=1, predict the reaction product. The product is: [F:18][C:19]1[CH:20]=[C:21]([C:25]#[C:26][C:27]2[CH:38]=[C:31]([CH:32]=[O:33])[CH:30]=[N:29][CH:28]=2)[CH:22]=[CH:23][CH:24]=1. (2) Given the reactants Br[C:2]1[N:3]([CH2:10][C:11]([CH3:22])([OH:21])[CH2:12][O:13][C:14]2[CH:19]=[CH:18][C:17]([I:20])=[CH:16][CH:15]=2)[CH:4]=[C:5]([N+:7]([O-:9])=[O:8])[N:6]=1.[H-].[Na+], predict the reaction product. The product is: [I:20][C:17]1[CH:18]=[CH:19][C:14]([O:13][CH2:12][C:11]2([CH3:22])[O:21][C:2]3=[N:6][C:5]([N+:7]([O-:9])=[O:8])=[CH:4][N:3]3[CH2:10]2)=[CH:15][CH:16]=1. (3) Given the reactants CO[C:3]([CH:5]1[CH2:9][CH2:8][CH2:7][CH:6]1[C:10]1[CH:15]=[C:14]([O:16][CH2:17][O:18][CH3:19])[CH:13]=[C:12]([C:20]([CH3:28])([CH3:27])[O:21][SiH2:22][C:23]([CH3:26])([CH3:25])[CH3:24])[C:11]=1[O:29][CH2:30][O:31][CH3:32])=[O:4].Cl.[CH3:34][NH:35][O:36][CH3:37].C([Mg]Cl)(C)C, predict the reaction product. The product is: [CH3:37][O:36][N:35]([CH3:34])[C:3]([CH:5]1[CH2:9][CH2:8][CH2:7][CH:6]1[C:10]1[CH:15]=[C:14]([O:16][CH2:17][O:18][CH3:19])[CH:13]=[C:12]([C:20]([CH3:28])([CH3:27])[O:21][SiH2:22][C:23]([CH3:25])([CH3:26])[CH3:24])[C:11]=1[O:29][CH2:30][O:31][CH3:32])=[O:4]. (4) Given the reactants C(OC([NH:8][C:9]1[CH:17]=[C:16]2[C:12]([CH:13]=[C:14]([C:18]([O:20][CH3:21])=[O:19])[NH:15]2)=[CH:11][CH:10]=1)=O)(C)(C)C.FC(F)(F)C(OC(=O)C(F)(F)F)=O, predict the reaction product. The product is: [NH2:8][C:9]1[CH:17]=[C:16]2[C:12]([CH:13]=[C:14]([C:18]([O:20][CH3:21])=[O:19])[NH:15]2)=[CH:11][CH:10]=1.